This data is from Catalyst prediction with 721,799 reactions and 888 catalyst types from USPTO. The task is: Predict which catalyst facilitates the given reaction. (1) Product: [Cl:1][C:2]1[CH:10]=[CH:9][CH:8]=[C:7]2[C:3]=1[C:4]([C:15]([NH:39][CH2:40][C:41]1([OH:49])[CH2:46][CH2:45][CH2:44][C:43]([F:48])([F:47])[CH2:42]1)=[O:17])=[CH:5][N:6]2[CH2:11][CH2:12][O:13][CH3:14]. The catalyst class is: 2. Reactant: [Cl:1][C:2]1[CH:10]=[CH:9][CH:8]=[C:7]2[C:3]=1[C:4]([C:15]([OH:17])=O)=[CH:5][N:6]2[CH2:11][CH2:12][O:13][CH3:14].CCN=C=NCCCN(C)C.C1C=CC2N(O)N=NC=2C=1.[NH2:39][CH2:40][C:41]1([OH:49])[CH2:46][CH2:45][CH2:44][C:43]([F:48])([F:47])[CH2:42]1. (2) Reactant: [CH2:1]([N:3]([CH2:17][CH3:18])[CH2:4][CH2:5][CH2:6][O:7][C:8]1[CH:13]=[CH:12][CH:11]=[C:10]([N+:14]([O-])=O)[CH:9]=1)[CH3:2]. Product: [NH2:14][C:10]1[CH:9]=[C:8]([CH:13]=[CH:12][CH:11]=1)[O:7][CH2:6][CH2:5][CH2:4][N:3]([CH2:1][CH3:2])[CH2:17][CH3:18]. The catalyst class is: 19. (3) Reactant: CCN(C(C)C)C(C)C.[N:10]1([C:19]2[CH:24]=[CH:23][C:22]([CH2:25][C:26]([OH:28])=O)=[CH:21][CH:20]=2)[C:18]2[CH:17]=[CH:16][N:15]=[CH:14][C:13]=2[N:12]=[CH:11]1.[NH2:29][C:30]1[CH:31]=[C:32]([C:36]([F:39])([F:38])[F:37])[CH:33]=[CH:34][CH:35]=1.CN(C(ON1N=NC2C=CC=CC1=2)=[N+](C)C)C.[B-](F)(F)(F)F. Product: [N:10]1([C:19]2[CH:20]=[CH:21][C:22]([CH2:25][C:26]([NH:29][C:30]3[CH:35]=[CH:34][CH:33]=[C:32]([C:36]([F:37])([F:38])[F:39])[CH:31]=3)=[O:28])=[CH:23][CH:24]=2)[C:18]2[CH:17]=[CH:16][N:15]=[CH:14][C:13]=2[N:12]=[CH:11]1. The catalyst class is: 31. (4) Reactant: [C:1]1([OH:7])[CH:6]=[CH:5][CH:4]=[CH:3][CH:2]=1.[H-].[Na+].Br[CH2:11][C:12]1[CH:13]=[N:14][C:15]2[C:20]([C:21]=1[C:22]1[CH:27]=[CH:26][CH:25]=[CH:24][CH:23]=1)=[CH:19][CH:18]=[CH:17][C:16]=2[C:28]([F:31])([F:30])[F:29].O. Product: [O:7]([CH2:11][C:12]1[CH:13]=[N:14][C:15]2[C:20]([C:21]=1[C:22]1[CH:27]=[CH:26][CH:25]=[CH:24][CH:23]=1)=[CH:19][CH:18]=[CH:17][C:16]=2[C:28]([F:31])([F:29])[F:30])[C:1]1[CH:6]=[CH:5][CH:4]=[CH:3][CH:2]=1. The catalyst class is: 3.